From a dataset of Forward reaction prediction with 1.9M reactions from USPTO patents (1976-2016). Predict the product of the given reaction. (1) Given the reactants [F:1][C:2]1[CH:3]=[C:4]([NH:12][C:13](=[O:19])[O:14][C:15]([CH3:18])([CH3:17])[CH3:16])[CH:5]=[CH:6][C:7]=1[C:8]([F:11])([F:10])[F:9].[Li]CCCC.[I:25]I.[NH4+].[Cl-].OS([O-])=O.[Na+], predict the reaction product. The product is: [F:1][C:2]1[C:3]([I:25])=[C:4]([NH:12][C:13](=[O:19])[O:14][C:15]([CH3:16])([CH3:18])[CH3:17])[CH:5]=[CH:6][C:7]=1[C:8]([F:11])([F:10])[F:9]. (2) Given the reactants C([NH:4][C@@H:5]1[C@@H:11]([OH:12])[C@H:10]([OH:13])[C@@H:9]([CH2:14][OH:15])[O:8][CH:6]1[OH:7])(=O)C, predict the reaction product. The product is: [OH:7][CH:6]1[O:8][C@H:9]([CH2:14][OH:15])[C@@H:10]([OH:13])[C@H:11]([OH:12])[C@H:5]1[NH2:4]. (3) The product is: [CH3:29][Si:28]([CH3:31])([CH3:30])[CH2:27][CH2:26][O:25][CH2:24][N:22]1[CH:23]=[C:19]([C:2]2[S:3][CH:4]=[C:5]([C:7]([OH:9])=[O:8])[N:6]=2)[CH:20]=[N:21]1. Given the reactants Br[C:2]1[S:3][CH:4]=[C:5]([C:7]([O:9]C)=[O:8])[N:6]=1.CC1(C)C(C)(C)OB([C:19]2[CH:20]=[N:21][N:22]([CH2:24][O:25][CH2:26][CH2:27][Si:28]([CH3:31])([CH3:30])[CH3:29])[CH:23]=2)O1.C([O-])([O-])=O.[K+].[K+], predict the reaction product. (4) Given the reactants C(Cl)(=O)C1C=CC=CC=1.C(OC([N:17]1[CH2:22][CH2:21][CH:20]([N:23]([C:32](=[O:39])[C:33]2[CH:38]=[CH:37][CH:36]=[CH:35][CH:34]=2)[C:24]2[CH:29]=[CH:28][CH:27]=[C:26]([O:30][CH3:31])[CH:25]=2)[CH2:19][CH2:18]1)=O)(C)(C)C.ClC1C=CC(N(C2CCNCC2)C(=O)[C:49]2[CH:54]=[CH:53][CH:52]=[C:51]([O:55]C)[CH:50]=2)=CC=1.C12OC1CCCC2, predict the reaction product. The product is: [OH:55][C@@H:51]1[CH2:52][CH2:53][CH2:54][CH2:49][C@H:50]1[N:17]1[CH2:22][CH2:21][CH:20]([N:23]([C:24]2[CH:29]=[CH:28][CH:27]=[C:26]([O:30][CH3:31])[CH:25]=2)[C:32](=[O:39])[C:33]2[CH:34]=[CH:35][CH:36]=[CH:37][CH:38]=2)[CH2:19][CH2:18]1.